From a dataset of Catalyst prediction with 721,799 reactions and 888 catalyst types from USPTO. Predict which catalyst facilitates the given reaction. (1) Reactant: [CH3:1][C:2]1[C:7]([CH3:8])=[C:6]([O:9][CH2:10][CH2:11][C:12]2([CH2:17][CH2:18][CH3:19])[O:16][CH2:15][CH2:14][O:13]2)[CH:5]=[CH:4][N+:3]=1[O-]. Product: [C:12]([O:16][CH2:1][C:2]1[C:7]([CH3:8])=[C:6]([O:9][CH2:10][CH2:11][C:12]2([CH2:17][CH2:18][CH3:19])[O:16][CH2:15][CH2:14][O:13]2)[CH:5]=[CH:4][N:3]=1)(=[O:13])[CH3:11]. The catalyst class is: 152. (2) Reactant: C([Li])CCC.Br[C:7]1[CH:8]=[N:9][CH:10]=[C:11]([Br:14])[C:12]=1[CH3:13].[C:15]([N:19]=[C:20]=[O:21])([CH3:18])([CH3:17])[CH3:16].[NH4+].[Cl-]. Product: [Br:14][C:11]1[CH:10]=[N:9][CH:8]=[C:7]([C:12]=1[CH3:13])[C:20]([NH:19][C:15]([CH3:18])([CH3:17])[CH3:16])=[O:21]. The catalyst class is: 81. (3) Reactant: Cl.Cl.[NH:3]1[CH2:8][CH:7]=[C:6]([C:9]2[CH:21]=[CH:20][C:12]([CH2:13][C@@H:14]([C:16]([O:18][CH3:19])=[O:17])[NH2:15])=[CH:11][CH:10]=2)[CH2:5][CH2:4]1.[CH3:22][S:23](Cl)(=[O:25])=[O:24].N1CCCCC1. Product: [CH3:22][S:23]([N:3]1[CH2:4][CH:5]=[C:6]([C:9]2[CH:21]=[CH:20][C:12]([CH2:13][C@@H:14]([C:16]([O:18][CH3:19])=[O:17])[NH2:15])=[CH:11][CH:10]=2)[CH2:7][CH2:8]1)(=[O:25])=[O:24]. The catalyst class is: 143. (4) Reactant: [Li+].[CH3:2][CH:3]([N-:5]C(C)C)C.C[O:10][C:11]([C:13]1([CH2:16][OH:17])[CH2:15][CH2:14]1)=O.CC#N. Product: [OH:17][CH2:16][C:13]1([C:11](=[O:10])[CH2:2][C:3]#[N:5])[CH2:15][CH2:14]1. The catalyst class is: 1. (5) Reactant: [CH:1]([N:4]([CH2:12][CH2:13][NH:14]S(C1C=CC=CC=1[N+]([O-])=O)(=O)=O)[C:5](=[O:11])[O:6][C:7]([CH3:10])([CH3:9])[CH3:8])([CH3:3])[CH3:2].C(=O)([O-])[O-].[Cs+].[Cs+].C1(S)C=CC=CC=1. Product: [NH2:14][CH2:13][CH2:12][N:4]([CH:1]([CH3:3])[CH3:2])[C:5](=[O:11])[O:6][C:7]([CH3:8])([CH3:9])[CH3:10]. The catalyst class is: 47. (6) Reactant: [C:1]1([N:7]2[C:16]([C:17]3[CH:22]=[CH:21][CH:20]=[CH:19][CH:18]=3)=[C:15]3[C:9]([CH2:10][CH2:11][NH:12][CH2:13][CH2:14]3)=[N:8]2)[CH:6]=[CH:5][CH:4]=[CH:3][CH:2]=1.C=O.[BH-](OC(C)=O)(OC(C)=O)O[C:27](C)=O.[Na+]. Product: [CH3:27][N:12]1[CH2:11][CH2:10][C:9]2[C:15](=[C:16]([C:17]3[CH:18]=[CH:19][CH:20]=[CH:21][CH:22]=3)[N:7]([C:1]3[CH:2]=[CH:3][CH:4]=[CH:5][CH:6]=3)[N:8]=2)[CH2:14][CH2:13]1. The catalyst class is: 797.